From a dataset of Reaction yield outcomes from USPTO patents with 853,638 reactions. Predict the reaction yield, written as a fraction of the theoretical maximum amount of product (1.0 means a 100% yield; for example, 0.34 means a 34% yield). (1) The reactants are [O:1]=[C:2]([CH3:9])[CH2:3][C:4]([O:6][CH2:7][CH3:8])=[O:5].[H-].[Na+].Br[CH:13]([CH3:22])[C:14]([C:16]1[CH:21]=[CH:20][CH:19]=[CH:18][CH:17]=1)=[O:15]. No catalyst specified. The product is [C:2]([CH:3]([CH:13]([CH3:22])[C:14](=[O:15])[C:16]1[CH:21]=[CH:20][CH:19]=[CH:18][CH:17]=1)[C:4]([O:6][CH2:7][CH3:8])=[O:5])(=[O:1])[CH3:9]. The yield is 0.900. (2) The reactants are [C:1]([O:5][C:6](=[O:21])[NH:7][CH:8]([CH2:19][CH3:20])[CH:9]([O:14][Si:15]([CH3:18])([CH3:17])[CH3:16])[CH2:10][N+:11]([O-:13])=O)([CH3:4])([CH3:3])[CH3:2].C1(N=C=O)C=CC(N=C=O)=CC=1.[CH3:34][CH:35]([CH3:38])[C:36]#[CH:37].O. The catalyst is C1(C)C=CC=CC=1.C(N(CC)CC)C. The product is [C:1]([O:5][C:6](=[O:21])[NH:7][CH:8]([CH:9]([C:10]1[CH:37]=[C:36]([CH:35]([CH3:38])[CH3:34])[O:13][N:11]=1)[O:14][Si:15]([CH3:18])([CH3:17])[CH3:16])[CH2:19][CH3:20])([CH3:2])([CH3:3])[CH3:4]. The yield is 0.720. (3) The catalyst is CO. The yield is 0.900. The reactants are [CH3:1][O-:2].[Na+].[Na].F[C:6]1[CH:11]=[CH:10][C:9]([N+:12]([O-:14])=[O:13])=[C:8]([CH2:15][C:16]([O:20]C)(OC)[CH3:17])[C:7]=1[F:22]. The product is [C:16]([CH2:15][C:8]1[C:7]([F:22])=[C:6]([O:2][CH3:1])[CH:11]=[CH:10][C:9]=1[N+:12]([O-:14])=[O:13])(=[O:20])[CH3:17]. (4) The reactants are Br.[OH:2][C:3]1[CH:4]=[N:5][C:6]2[CH:7]=[CH:8][N:9]([CH:14]([CH3:18])[C:15]([OH:17])=[O:16])[C:10](=[O:13])[C:11]=2[CH:12]=1.C(=O)([O-])[O-].[Cs+].[Cs+].FC(F)(F)S(O[CH2:31][C:32]([F:35])([F:34])[F:33])(=O)=O.CN(C)C=O.[ClH:43]. The product is [ClH:43].[O:13]=[C:10]1[N:9]([CH:14]([CH3:18])[C:15]([OH:17])=[O:16])[CH:8]=[CH:7][C:6]2[N:5]=[CH:4][C:3]([O:2][CH2:31][C:32]([F:35])([F:34])[F:33])=[CH:12][C:11]1=2. The catalyst is CCOC(C)=O. The yield is 0.500. (5) The yield is 0.580. The reactants are Cl[C:2]1[CH:7]=[CH:6][C:5]([N+:8]([O-:10])=[O:9])=[CH:4][N:3]=1.Cl.[NH:12]1[CH2:15][CH2:14][CH2:13]1.C(=O)([O-])[O-].[K+].[K+].O1CCOCCOCCOCCOCCOCC1. The product is [N:12]1([C:2]2[CH:7]=[CH:6][C:5]([N+:8]([O-:10])=[O:9])=[CH:4][N:3]=2)[CH2:15][CH2:14][CH2:13]1. The catalyst is C(#N)C.